From a dataset of NCI-60 drug combinations with 297,098 pairs across 59 cell lines. Regression. Given two drug SMILES strings and cell line genomic features, predict the synergy score measuring deviation from expected non-interaction effect. (1) Synergy scores: CSS=3.02, Synergy_ZIP=-7.60, Synergy_Bliss=-3.14, Synergy_Loewe=-17.9, Synergy_HSA=-3.67. Cell line: T-47D. Drug 1: C1=C(C(=O)NC(=O)N1)N(CCCl)CCCl. Drug 2: C1CN(P(=O)(OC1)NCCCl)CCCl. (2) Drug 1: CC1=CC=C(C=C1)C2=CC(=NN2C3=CC=C(C=C3)S(=O)(=O)N)C(F)(F)F. Cell line: SK-MEL-28. Drug 2: C#CCC(CC1=CN=C2C(=N1)C(=NC(=N2)N)N)C3=CC=C(C=C3)C(=O)NC(CCC(=O)O)C(=O)O. Synergy scores: CSS=51.2, Synergy_ZIP=4.39, Synergy_Bliss=2.18, Synergy_Loewe=-24.2, Synergy_HSA=-0.160.